This data is from Reaction yield outcomes from USPTO patents with 853,638 reactions. The task is: Predict the reaction yield, written as a fraction of the theoretical maximum amount of product (1.0 means a 100% yield; for example, 0.34 means a 34% yield). (1) The reactants are [C:1]1([Si:7]([C:46]2[CH:51]=[CH:50][CH:49]=[CH:48][CH:47]=2)([C:40]2[CH:45]=[CH:44][CH:43]=[CH:42][CH:41]=2)[C:8]2[CH:39]=[CH:38][C:11]3[O:12][C:13]4[CH:18]=[CH:17][C:16]([Si:19]([C:32]5[CH:37]=[CH:36][CH:35]=[CH:34][CH:33]=5)([C:26]5[CH:31]=[CH:30][CH:29]=[CH:28][CH:27]=5)[C:20]5[CH:25]=[CH:24][CH:23]=[CH:22][CH:21]=5)=[CH:15][C:14]=4[C:10]=3[CH:9]=2)[CH:6]=[CH:5][CH:4]=[CH:3][CH:2]=1.CN([CH:55]=[O:56])C.Cl. The catalyst is C1COCC1.C1CCCCC1. The product is [C:32]1([Si:19]([C:20]2[CH:25]=[CH:24][CH:23]=[CH:22][CH:21]=2)([C:26]2[CH:31]=[CH:30][CH:29]=[CH:28][CH:27]=2)[C:16]2[CH:17]=[C:18]([CH:55]=[O:56])[C:13]3[O:12][C:11]4[CH:38]=[CH:39][C:8]([Si:7]([C:1]5[CH:2]=[CH:3][CH:4]=[CH:5][CH:6]=5)([C:40]5[CH:41]=[CH:42][CH:43]=[CH:44][CH:45]=5)[C:46]5[CH:47]=[CH:48][CH:49]=[CH:50][CH:51]=5)=[CH:9][C:10]=4[C:14]=3[CH:15]=2)[CH:33]=[CH:34][CH:35]=[CH:36][CH:37]=1. The yield is 0.302. (2) The reactants are [Br:1][C:2]1[C:3]([F:12])=[C:4]2[C:10]([NH2:11])=[CH:9][NH:8][C:5]2=[N:6][CH:7]=1.[F:13][C:14]([F:25])([F:24])[C:15]1[CH:16]=[C:17]([CH:21]=[CH:22][CH:23]=1)[C:18](O)=[O:19].C1N(P(Cl)(N2C(=O)OCC2)=O)C(=O)OC1.C(N(CC)CC)C. The catalyst is C(Cl)Cl. The product is [Br:1][C:2]1[C:3]([F:12])=[C:4]2[C:10]([NH:11][C:18](=[O:19])[C:17]3[CH:21]=[CH:22][CH:23]=[C:15]([C:14]([F:13])([F:24])[F:25])[CH:16]=3)=[CH:9][NH:8][C:5]2=[N:6][CH:7]=1. The yield is 0.710. (3) The reactants are [Br:1][C:2]1[CH:7]=[CH:6][C:5]([Cl:8])=[C:4]([CH3:9])[CH:3]=1.[Br:10]N1C(=O)CCC1=O.C(OOC(=O)C1C=CC=CC=1)(=O)C1C=CC=CC=1.ClCCl. The catalyst is C(Cl)(Cl)(Cl)Cl. The product is [Br:1][C:2]1[CH:7]=[CH:6][C:5]([Cl:8])=[C:4]([CH2:9][Br:10])[CH:3]=1. The yield is 0.700. (4) The reactants are [CH2:1]([C:8]1[CH:13]=[CH:12][C:11]([NH:14][C:15]2[C:24]3[C:19](=[CH:20][CH:21]=[C:22]([Cl:25])[CH:23]=3)[N:18]=[CH:17][C:16]=2[C:26](OCC)=[O:27])=[CH:10][CH:9]=1)[C:2]1[CH:7]=[CH:6][CH:5]=[CH:4][CH:3]=1.[H-].[Al+3].[Li+].[H-].[H-].[H-].O. The catalyst is C1COCC1.CCO. The product is [CH2:1]([C:8]1[CH:9]=[CH:10][C:11]([NH:14][C:15]2[C:24]3[C:19](=[CH:20][CH:21]=[C:22]([Cl:25])[CH:23]=3)[N:18]=[CH:17][C:16]=2[CH2:26][OH:27])=[CH:12][CH:13]=1)[C:2]1[CH:7]=[CH:6][CH:5]=[CH:4][CH:3]=1. The yield is 0.880.